Dataset: Catalyst prediction with 721,799 reactions and 888 catalyst types from USPTO. Task: Predict which catalyst facilitates the given reaction. (1) Reactant: [CH:1]1([C:7]2([CH:36]3[CH2:41][CH2:40][CH2:39][CH2:38][CH2:37]3)[CH:11]3[CH2:12][N:13](C(C4C=CC=CC=4)(C4C=CC=CC=4)C4C=CC=CC=4)[CH2:14][CH2:15][N:10]3[C:9](=[O:35])[O:8]2)[CH2:6][CH2:5][CH2:4][CH2:3][CH2:2]1.Cl.C(OCC)(=O)C. Product: [CH:36]1([C:7]2([CH:1]3[CH2:2][CH2:3][CH2:4][CH2:5][CH2:6]3)[CH:11]3[CH2:12][NH:13][CH2:14][CH2:15][N:10]3[C:9](=[O:35])[O:8]2)[CH2:41][CH2:40][CH2:39][CH2:38][CH2:37]1. The catalyst class is: 7. (2) Reactant: Cl[C:2]1[CH:7]=[CH:6][C:5]([CH3:8])=[CH:4][N:3]=1.[CH3:9][C@@H:10]1[CH2:15][NH:14][CH2:13][CH2:12][NH:11]1. Product: [CH3:9][C@H:10]1[NH:11][CH2:12][CH2:13][N:14]([C:2]2[CH:7]=[CH:6][C:5]([CH3:8])=[CH:4][N:3]=2)[CH2:15]1. The catalyst class is: 14. (3) Reactant: [CH3:1][NH:2][C:3]1[N:8]=[CH:7][NH:6][C:5](=[O:9])[CH:4]=1.[CH2:10](Br)[C:11]1[CH:16]=[CH:15][CH:14]=[CH:13][CH:12]=1.C(=O)([O-])[O-].[K+].[K+]. Product: [CH2:10]([N:6]1[C:5](=[O:9])[CH:4]=[C:3]([NH:2][CH3:1])[N:8]=[CH:7]1)[C:11]1[CH:16]=[CH:15][CH:14]=[CH:13][CH:12]=1. The catalyst class is: 8. (4) Reactant: N(C(OC(C)(C)C)=O)=NC(OC(C)(C)C)=O.[OH:17][C:18]1[CH:27]=[C:26]([O:28][CH3:29])[CH:25]=[C:24]2[C:19]=1[C:20](=[O:38])[N:21]([CH2:30][O:31][C:32](=[O:37])[C:33]([CH3:36])([CH3:35])[CH3:34])[CH:22]=[N:23]2.C1(P(C2C=CC=CC=2)C2C=CC=CC=2)C=CC=CC=1.O[CH:59]1[CH2:64][CH2:63][N:62]([CH3:65])[CH2:61][CH2:60]1. Product: [CH3:29][O:28][C:26]1[CH:25]=[C:24]2[C:19]([C:20](=[O:38])[N:21]([CH2:30][O:31][C:32](=[O:37])[C:33]([CH3:35])([CH3:34])[CH3:36])[CH:22]=[N:23]2)=[C:18]([O:17][CH:59]2[CH2:64][CH2:63][N:62]([CH3:65])[CH2:61][CH2:60]2)[CH:27]=1. The catalyst class is: 2. (5) Reactant: [CH3:1][S:2](Cl)(=[O:4])=[O:3].[N:6]1[CH:11]=[CH:10][CH:9]=[C:8](/[CH:12]=[CH:13]/[CH2:14][OH:15])[CH:7]=1.C(N(CC)CC)C. Product: [CH3:1][S:2]([O:15][CH2:14]/[CH:13]=[CH:12]/[C:8]1[CH:7]=[N:6][CH:11]=[CH:10][CH:9]=1)(=[O:4])=[O:3]. The catalyst class is: 4.